This data is from Catalyst prediction with 721,799 reactions and 888 catalyst types from USPTO. The task is: Predict which catalyst facilitates the given reaction. (1) Product: [Cl:1][C:2]1[C:11]([O:12][CH2:13][C:14]2[CH:19]=[CH:18][C:17]([O:20][CH3:21])=[CH:16][CH:15]=2)=[C:10]([O:22][CH2:23][C:24]2[CH:29]=[CH:28][C:27]([O:30][CH3:31])=[CH:26][CH:25]=2)[CH:9]=[C:8]2[C:3]=1[C:4](=[O:36])[C:5]([CH:34]=[O:35])=[N:6][N:7]2[CH2:32][CH3:33]. The catalyst class is: 327. Reactant: [Cl:1][C:2]1[C:11]([O:12][CH2:13][C:14]2[CH:19]=[CH:18][C:17]([O:20][CH3:21])=[CH:16][CH:15]=2)=[C:10]([O:22][CH2:23][C:24]2[CH:29]=[CH:28][C:27]([O:30][CH3:31])=[CH:26][CH:25]=2)[CH:9]=[C:8]2[C:3]=1[C:4](=[O:36])[C:5]([CH2:34][OH:35])=[N:6][N:7]2[CH2:32][CH3:33]. (2) Reactant: C(OC([N:8]([C:28]1[S:29][CH2:30][CH2:31][N:32]=1)[N:9]([CH2:16][C:17]1[CH:22]=[CH:21][C:20]([Cl:23])=[C:19]([C:24]([F:27])([F:26])[F:25])[CH:18]=1)[C:10]1[CH:15]=[CH:14][CH:13]=[CH:12][CH:11]=1)=O)(C)(C)C.FC(F)(F)C(O)=O. Product: [Cl:23][C:20]1[CH:21]=[CH:22][C:17]([CH2:16][N:9]([C:10]2[CH:15]=[CH:14][CH:13]=[CH:12][CH:11]=2)[NH:8][C:28]2[S:29][CH2:30][CH2:31][N:32]=2)=[CH:18][C:19]=1[C:24]([F:27])([F:25])[F:26]. The catalyst class is: 2. (3) Reactant: [F:1][C:2]1[CH:7]=[CH:6][CH:5]=[CH:4][C:3]=1[C:8]1[N:9]=[C:10]([CH2:24][N:25](C)[C:26](=O)OC(C)(C)C)[S:11][C:12]=1[S:13]([C:16]1[CH:21]=[CH:20][CH:19]=[C:18]([O:22][CH3:23])[CH:17]=1)(=[O:15])=[O:14].C(OCC)(=O)C.[ClH:40]. Product: [ClH:40].[F:1][C:2]1[CH:7]=[CH:6][CH:5]=[CH:4][C:3]=1[C:8]1[N:9]=[C:10]([CH2:24][NH:25][CH3:26])[S:11][C:12]=1[S:13]([C:16]1[CH:21]=[CH:20][CH:19]=[C:18]([O:22][CH3:23])[CH:17]=1)(=[O:14])=[O:15]. The catalyst class is: 8. (4) Reactant: Br[C:2]1[CH:3]=[C:4]2[C:10]([C:11]3[CH:16]=[CH:15][CH:14]=[CH:13][CH:12]=3)=[N:9][N:8](C3CCCCO3)[C:5]2=[CH:6][N:7]=1.[NH:23]1[CH:27]=[CH:26][N:25]=[CH:24]1.CNCCNC.C(=O)([O-])[O-].[Cs+].[Cs+]. Product: [N:23]1([C:2]2[CH:3]=[C:4]3[C:10]([C:11]4[CH:12]=[CH:13][CH:14]=[CH:15][CH:16]=4)=[N:9][NH:8][C:5]3=[CH:6][N:7]=2)[CH:27]=[CH:26][N:25]=[CH:24]1. The catalyst class is: 590. (5) Reactant: [CH3:1][O:2][CH2:3][C@H:4]([CH3:31])[O:5][C:6]1[CH:7]=[C:8]([C:23]2[NH:27][C:26]([C:28]([OH:30])=O)=[CH:25][CH:24]=2)[CH:9]=[C:10]([O:12][C:13]2[CH:14]=[N:15][C:16]([S:19]([CH3:22])(=[O:21])=[O:20])=[CH:17][CH:18]=2)[CH:11]=1.[NH2:32][C@H:33]([CH2:37][OH:38])[C@@H:34]([CH3:36])[OH:35].[Cl-].COC1N=C(OC)N=C([N+]2(C)CCOCC2)N=1. Product: [OH:35][C@H:34]([CH3:36])[C@H:33]([NH:32][C:28]([C:26]1[NH:27][C:23]([C:8]2[CH:9]=[C:10]([O:12][C:13]3[CH:14]=[N:15][C:16]([S:19]([CH3:22])(=[O:20])=[O:21])=[CH:17][CH:18]=3)[CH:11]=[C:6]([O:5][C@@H:4]([CH3:31])[CH2:3][O:2][CH3:1])[CH:7]=2)=[CH:24][CH:25]=1)=[O:30])[CH2:37][OH:38]. The catalyst class is: 5. (6) Reactant: [CH:1]1([N:7]2[C:11](=[O:12])[C:10]([NH:13][C:14]([C:16]3[C:20]([CH3:21])=[C:19]([C@H:22]4[CH2:27][CH:26]=[C:25]([CH3:28])[CH2:24][O:23]4)[O:18][N:17]=3)=[O:15])=[C:9]([CH3:29])[N:8]2[CH3:30])[CH2:6][CH2:5][CH2:4][CH2:3][CH2:2]1.C1(N2C(=O)C(NC(C3C(C)=C([C@@H]4CC=C(C)CO4)ON=3)=O)=C(C)N2C)CCCCC1. Product: [CH:1]1([N:7]2[C:11](=[O:12])[C:10]([NH:13][C:14]([C:16]3[C:20]([CH3:21])=[C:19]([C@H:22]4[CH2:27][CH2:26][C@@H:25]([CH3:28])[CH2:24][O:23]4)[O:18][N:17]=3)=[O:15])=[C:9]([CH3:29])[N:8]2[CH3:30])[CH2:2][CH2:3][CH2:4][CH2:5][CH2:6]1. The catalyst class is: 50.